Dataset: Catalyst prediction with 721,799 reactions and 888 catalyst types from USPTO. Task: Predict which catalyst facilitates the given reaction. Reactant: [N:1]1([C:6]2[N:11]=[C:10]([C:12]3[CH:13]=[C:14]([CH:19]=[CH:20][CH:21]=3)[C:15](OC)=[O:16])[CH:9]=[CH:8][CH:7]=2)[CH2:5][CH2:4][CH2:3][CH2:2]1.O.[NH2:23][NH2:24]. Product: [N:1]1([C:6]2[N:11]=[C:10]([C:12]3[CH:13]=[C:14]([CH:19]=[CH:20][CH:21]=3)[C:15]([NH:23][NH2:24])=[O:16])[CH:9]=[CH:8][CH:7]=2)[CH2:5][CH2:4][CH2:3][CH2:2]1. The catalyst class is: 8.